This data is from Forward reaction prediction with 1.9M reactions from USPTO patents (1976-2016). The task is: Predict the product of the given reaction. (1) Given the reactants [CH:1]1([NH:6][C:7]2[N:12]3[N:13]=[C:14]([C:19]4[CH:24]=[CH:23][C:22]([F:25])=[CH:21][CH:20]=4)[C:15]([C:16](=[O:18])[CH3:17])=[C:11]3[CH:10]=[CH:9][N:8]=2)[CH2:5][CH2:4][CH2:3][CH2:2]1.C(O[CH:31](OC(C)(C)C)[N:32]([CH3:34])[CH3:33])(C)(C)C, predict the reaction product. The product is: [CH:1]1([NH:6][C:7]2[N:12]3[N:13]=[C:14]([C:19]4[CH:20]=[CH:21][C:22]([F:25])=[CH:23][CH:24]=4)[C:15]([C:16](=[O:18])[CH:17]=[CH:31][N:32]([CH3:34])[CH3:33])=[C:11]3[CH:10]=[CH:9][N:8]=2)[CH2:2][CH2:3][CH2:4][CH2:5]1. (2) Given the reactants [Cl:1][C:2]1[CH:8]=[C:7]([C:9]#[N:10])[CH:6]=[CH:5][C:3]=1[NH2:4].C(N(CC)C(C)C)(C)C.Cl[C:21](Cl)([O:23]C(=O)OC(Cl)(Cl)Cl)Cl.[NH2:32][C:33]1([CH2:42][OH:43])[CH2:41][C:40]2[C:35](=[CH:36][CH:37]=[CH:38][CH:39]=2)[CH2:34]1, predict the reaction product. The product is: [Cl:1][C:2]1[CH:8]=[C:7]([C:9]#[N:10])[CH:6]=[CH:5][C:3]=1[NH:4][C:21]([NH:32][C:33]1([CH2:42][OH:43])[CH2:34][C:35]2[C:40](=[CH:39][CH:38]=[CH:37][CH:36]=2)[CH2:41]1)=[O:23]. (3) Given the reactants [Cl:1][C:2]1[CH:7]=[CH:6][C:5]([C:8]2([CH2:11][N:12]3[CH2:17][CH2:16][CH2:15][CH:14]([CH2:18]OS(C)(=O)=O)[CH2:13]3)[CH2:10][CH2:9]2)=[CH:4][CH:3]=1.[CH3:24][O:25][C:26]1[CH:31]=[CH:30][CH:29]=[CH:28][C:27]=1[N:32]1[CH2:37][CH2:36][NH:35][CH2:34][CH2:33]1.C(=O)([O-])[O-].[K+].[K+], predict the reaction product. The product is: [Cl:1][C:2]1[CH:3]=[CH:4][C:5]([C:8]2([CH2:11][N:12]3[CH2:17][CH2:16][CH2:15][CH:14]([CH2:18][N:35]4[CH2:34][CH2:33][N:32]([C:27]5[CH:28]=[CH:29][CH:30]=[CH:31][C:26]=5[O:25][CH3:24])[CH2:37][CH2:36]4)[CH2:13]3)[CH2:9][CH2:10]2)=[CH:6][CH:7]=1. (4) Given the reactants [CH3:1][C:2]1[C:3]([OH:10])=[CH:4][C:5]([OH:9])=[N:6][C:7]=1[CH3:8].[N+:11]([O-])([OH:13])=[O:12], predict the reaction product. The product is: [CH3:1][C:2]1[C:3]([OH:10])=[C:4]([N+:11]([O-:13])=[O:12])[C:5]([OH:9])=[N:6][C:7]=1[CH3:8]. (5) Given the reactants [NH2:1][C:2]1[CH:3]=[C:4]2[C:8](=[CH:9][CH:10]=1)[NH:7][C:6]([C:11]([O:13][CH2:14][CH3:15])=[O:12])=[CH:5]2.N([O-])=O.[Na+].[N-:20]=[N+:21]=[N-].[Na+].CC([O-])=O.[Na+], predict the reaction product. The product is: [N:1]([C:2]1[CH:3]=[C:4]2[C:8](=[CH:9][CH:10]=1)[NH:7][C:6]([C:11]([O:13][CH2:14][CH3:15])=[O:12])=[CH:5]2)=[N+:20]=[N-:21]. (6) Given the reactants [F:1][C:2]1[CH:7]=[C:6]([N+:8]([O-:10])=[O:9])[C:5]([F:11])=[CH:4][C:3]=1F.[NH:13]1[CH2:18][CH2:17][O:16][CH2:15][CH2:14]1.C([O-])([O-])=O.[K+].[K+], predict the reaction product. The product is: [F:1][C:2]1[CH:7]=[C:6]([N+:8]([O-:10])=[O:9])[C:5]([F:11])=[CH:4][C:3]=1[N:13]1[CH2:18][CH2:17][O:16][CH2:15][CH2:14]1.